This data is from Reaction yield outcomes from USPTO patents with 853,638 reactions. The task is: Predict the reaction yield, written as a fraction of the theoretical maximum amount of product (1.0 means a 100% yield; for example, 0.34 means a 34% yield). The reactants are [NH2:1][C:2]1[N:10]=[CH:9][N:8]=[C:7]2[C:3]=1[N:4]=[CH:5][N:6]2[C@H:11]1[C@@H:15]2[O:16]C(C)(C)[O:18][C@@H:14]2[C@@H:13]([CH2:21][N:22]([CH3:42])[CH:23]2[CH2:26][CH:25]([CH2:27][NH:28][C:29]([NH:31][C:32]3[CH:37]=[CH:36][C:35]([C:38]([CH3:41])([CH3:40])[CH3:39])=[CH:34][CH:33]=3)=[O:30])[CH2:24]2)[O:12]1. The catalyst is Cl.CO. The product is [NH2:1][C:2]1[N:10]=[CH:9][N:8]=[C:7]2[C:3]=1[N:4]=[CH:5][N:6]2[C@@H:11]1[O:12][C@H:13]([CH2:21][N:22]([CH3:42])[CH:23]2[CH2:26][CH:25]([CH2:27][NH:28][C:29]([NH:31][C:32]3[CH:33]=[CH:34][C:35]([C:38]([CH3:41])([CH3:39])[CH3:40])=[CH:36][CH:37]=3)=[O:30])[CH2:24]2)[C@@H:14]([OH:18])[C@H:15]1[OH:16]. The yield is 0.250.